This data is from Forward reaction prediction with 1.9M reactions from USPTO patents (1976-2016). The task is: Predict the product of the given reaction. (1) Given the reactants [NH2:1][C:2]1[CH:3]=[CH:4][C:5]([F:18])=[C:6]([C@:8]2([CH3:17])[C:13]([F:15])([F:14])[CH2:12][O:11][C:10]([NH2:16])=[N:9]2)[CH:7]=1.[I-:19].[NH4+].OO, predict the reaction product. The product is: [NH2:1][C:2]1[C:3]([I:19])=[CH:4][C:5]([F:18])=[C:6]([C@:8]2([CH3:17])[C:13]([F:14])([F:15])[CH2:12][O:11][C:10]([NH2:16])=[N:9]2)[CH:7]=1. (2) Given the reactants [N+:1]([C:4]1[CH:10]=[C:9]([O:11][C:12]([F:15])([F:14])[F:13])[CH:8]=[CH:7][C:5]=1[NH2:6])([O-])=O.[H][H], predict the reaction product. The product is: [NH2:6][C:5]1[CH:7]=[CH:8][C:9]([O:11][C:12]([F:13])([F:14])[F:15])=[CH:10][C:4]=1[NH2:1]. (3) The product is: [N+:18]([C:15]1[CH:16]=[CH:17][C:11]2[S:3][CH2:4][C:5](=[O:7])[NH:13][C:12]=2[CH:14]=1)([O-:20])=[O:19]. Given the reactants [OH-].[Na+].[SH:3][CH2:4][C:5]([O:7]CC)=O.Cl[C:11]1[CH:17]=[CH:16][C:15]([N+:18]([O-:20])=[O:19])=[CH:14][C:12]=1[NH2:13], predict the reaction product. (4) Given the reactants [OH:1][CH2:2][C@H:3]1[CH2:8][CH2:7][CH2:6][CH2:5][N:4]1C(OC(C)(C)C)=O.[ClH:16], predict the reaction product. The product is: [ClH:16].[NH:4]1[CH2:5][CH2:6][CH2:7][CH2:8][C@@H:3]1[CH2:2][OH:1]. (5) Given the reactants C[Si](I)(C)C.[OH:6][C:7]1[CH:8]=[C:9]([CH:20]=[C:21]([O:23][C@@H:24]([CH3:28])[CH2:25][O:26]C)[CH:22]=1)[C:10]([NH:12][C:13]1[CH:18]=[N:17][C:16]([CH3:19])=[CH:15][N:14]=1)=[O:11].CO.O.O.O.O.O.S([O-])([O-])(=O)=S.[Na+].[Na+], predict the reaction product. The product is: [OH:6][C:7]1[CH:8]=[C:9]([CH:20]=[C:21]([O:23][C@@H:24]([CH3:28])[CH2:25][OH:26])[CH:22]=1)[C:10]([NH:12][C:13]1[CH:18]=[N:17][C:16]([CH3:19])=[CH:15][N:14]=1)=[O:11]. (6) Given the reactants [CH:1]([C:3]1[CH:4]=[C:5]([CH:9]=[CH:10][CH:11]=1)[C:6]([OH:8])=O)=[O:2].C1C=CC2N(O)N=NC=2C=1.[OH:22][CH2:23][C:24]([NH:26][CH2:27][CH:28]([OH:43])[CH2:29][O:30][C:31]1[C:36]([CH3:37])=[CH:35][C:34]([C:38](=[NH:41])[NH:39]O)=[CH:33][C:32]=1[CH3:42])=[O:25].CCN=C=NCCCN(C)C.Cl, predict the reaction product. The product is: [CH:1]([C:3]1[CH:4]=[C:5]([C:6]2[O:8][N:41]=[C:38]([C:34]3[CH:33]=[C:32]([CH3:42])[C:31]([O:30][CH2:29][CH:28]([OH:43])[CH2:27][NH:26][C:24](=[O:25])[CH2:23][OH:22])=[C:36]([CH3:37])[CH:35]=3)[N:39]=2)[CH:9]=[CH:10][CH:11]=1)=[O:2]. (7) Given the reactants [CH3:1][O:2][C:3]([C:5]1[N:6]([CH2:26][C:27]2[CH:32]=[CH:31][C:30]([S:33]([CH3:36])(=[O:35])=[O:34])=[CH:29][CH:28]=2)[C:7](=[O:25])[C:8]2[C:13]([C:14]=1[C:15]1[CH:20]=[CH:19][CH:18]=[C:17]([C:21](O)=[O:22])[CH:16]=1)=[CH:12][C:11]([Cl:24])=[CH:10][CH:9]=2)=[O:4].[CH3:37][N:38]([CH3:42])[CH2:39][CH2:40][NH2:41].Cl.C(N=C=NCCCN(C)C)C.O.OC1C2N=NNC=2C=CC=1, predict the reaction product. The product is: [CH3:1][O:2][C:3]([C:5]1[N:6]([CH2:26][C:27]2[CH:32]=[CH:31][C:30]([S:33]([CH3:36])(=[O:35])=[O:34])=[CH:29][CH:28]=2)[C:7](=[O:25])[C:8]2[C:13]([C:14]=1[C:15]1[CH:20]=[CH:19][CH:18]=[C:17]([C:21](=[O:22])[NH:41][CH2:40][CH2:39][N:38]([CH3:42])[CH3:37])[CH:16]=1)=[CH:12][C:11]([Cl:24])=[CH:10][CH:9]=2)=[O:4].